This data is from Forward reaction prediction with 1.9M reactions from USPTO patents (1976-2016). The task is: Predict the product of the given reaction. (1) The product is: [Cl:1][C:2]1[CH:7]=[CH:6][C:5]([NH:8][C:9]([NH:11][C:12]2[CH:17]=[CH:16][CH:15]=[C:14]([C:18]3[CH:23]=[CH:22][CH:21]=[C:20]([N:24]4[CH2:28][CH2:27][CH2:26][CH2:25]4)[N:19]=3)[CH:13]=2)=[O:10])=[C:4]([C:33]#[C:32][CH2:31][CH2:30][O:34][CH:35]2[CH2:40][CH2:39][CH2:38][CH2:37][O:36]2)[CH:3]=1. Given the reactants [Cl:1][C:2]1[CH:7]=[CH:6][C:5]([NH:8][C:9]([NH:11][C:12]2[CH:17]=[CH:16][CH:15]=[C:14]([C:18]3[CH:23]=[CH:22][CH:21]=[C:20]([N:24]4[CH2:28][CH2:27][CH2:26][CH2:25]4)[N:19]=3)[CH:13]=2)=[O:10])=[C:4](I)[CH:3]=1.[CH2:30]([O:34][CH:35]1[CH2:40][CH2:39][CH2:38][CH2:37][O:36]1)[CH2:31][C:32]#[CH:33], predict the reaction product. (2) Given the reactants Cl[C:2]1[C:3]([CH:5]=[C:6]([NH:10][C:11]2[C:20]3[C:15](=[CH:16][C:17]([O:23][CH2:24][CH2:25][O:26][CH3:27])=[C:18]([O:21][CH3:22])[CH:19]=3)[N:14]=[CH:13][N:12]=2)[C:7](=[O:9])[CH:8]=1)=[O:4].[NH:28]1[CH2:33][CH2:32][CH2:31][CH2:30][CH2:29]1, predict the reaction product. The product is: [CH3:22][O:21][C:18]1[CH:19]=[C:20]2[C:15](=[CH:16][C:17]=1[O:23][CH2:24][CH2:25][O:26][CH3:27])[N:14]=[CH:13][N:12]=[C:11]2[NH:10][C:6]1[C:7]([CH:8]=[C:2]([N:28]2[CH2:33][CH2:32][CH2:31][CH2:30][CH2:29]2)[C:3](=[O:4])[CH:5]=1)=[O:9]. (3) Given the reactants [C:1]([CH2:4][N:5]1[CH2:16][CH2:15][N:14]([CH2:17][C:18]([O-:20])=[O:19])[CH2:13][CH2:12][N:11]([CH2:21][C:22]([O-:24])=[O:23])[CH2:10][CH2:9][N:8]([CH:25]([CH3:189])[C:26]([NH:28][CH2:29][C:30]([NH:32][CH:33]([CH2:155][NH:156][C:157](=[O:188])[CH2:158][NH:159][C:160](=[O:187])[CH:161]([N:163]2[CH2:174][CH2:173][N:172]([CH2:175][C:176]([O-:178])=[O:177])[CH2:171][CH2:170][N:169]([CH2:179][C:180]([O-:182])=[O:181])[CH2:168][CH2:167][N:166]([CH2:183][C:184]([O-:186])=[O:185])[CH2:165][CH2:164]2)[CH3:162])[C:34]([NH:36][CH:37]([CH2:83][NH:84][C:85](=[O:154])[CH:86]([NH:121][C:122](=[O:153])[CH2:123][NH:124][C:125](=[O:152])[CH:126]([N:128]2[CH2:139][CH2:138][N:137]([CH2:140][C:141]([O-:143])=[O:142])[CH2:136][CH2:135][N:134]([CH2:144][C:145]([O-:147])=[O:146])[CH2:133][CH2:132][N:131]([CH2:148][C:149]([O-:151])=[O:150])[CH2:130][CH2:129]2)[CH3:127])[CH2:87][NH:88][C:89](=[O:120])[CH2:90][NH:91][C:92](=[O:119])[CH:93]([N:95]2[CH2:106][CH2:105][N:104]([CH2:107][C:108]([O-:110])=[O:109])[CH2:103][CH2:102][N:101]([CH2:111][C:112]([O-:114])=[O:113])[CH2:100][CH2:99][N:98]([CH2:115][C:116]([O-:118])=[O:117])[CH2:97][CH2:96]2)[CH3:94])[C:38]([NH:40][CH2:41][CH2:42][CH2:43][CH2:44][C:45]2[CH:50]=[CH:49][CH:48]=[C:47]([C:51]#[C:52][C:53]3[CH:54]=[N:55][CH:56]=[C:57]([C@@H:59]([NH:64][C:65]([C@@H:67]4[CH2:72][CH2:71][CH2:70][N:69]([C:73](=[O:82])[CH2:74][CH2:75][CH:76]5[CH2:81][CH2:80][NH:79][CH2:78][CH2:77]5)[CH2:68]4)=[O:66])[CH2:60][C:61]([OH:63])=[O:62])[CH:58]=3)[CH:46]=2)=[O:39])=[O:35])=[O:31])=[O:27])[CH2:7][CH2:6]1)([O-:3])=[O:2].[Gd+3:190].[Gd+3].[Gd+3].[Gd+3], predict the reaction product. The product is: [C:1]([CH2:4][N:5]1[CH2:16][CH2:15][N:14]([CH2:17][C:18]([O-:20])=[O:19])[CH2:13][CH2:12][N:11]([CH2:21][C:22]([O-:24])=[O:23])[CH2:10][CH2:9][N:8]([CH:25]([CH3:189])[C:26]([NH:28][CH2:29][C:30]([NH:32][CH:33]([CH2:155][NH:156][C:157](=[O:188])[CH2:158][NH:159][C:160](=[O:187])[CH:161]([N:163]2[CH2:164][CH2:165][N:166]([CH2:183][C:184]([O-:186])=[O:185])[CH2:167][CH2:168][N:169]([CH2:179][C:180]([O-:182])=[O:181])[CH2:170][CH2:171][N:172]([CH2:175][C:176]([O-:178])=[O:177])[CH2:173][CH2:174]2)[CH3:162])[C:34]([NH:36][CH:37]([CH2:83][NH:84][C:85](=[O:154])[CH:86]([NH:121][C:122](=[O:153])[CH2:123][NH:124][C:125](=[O:152])[CH:126]([N:128]2[CH2:129][CH2:130][N:131]([CH2:148][C:149]([O-:151])=[O:150])[CH2:132][CH2:133][N:134]([CH2:144][C:145]([O-:147])=[O:146])[CH2:135][CH2:136][N:137]([CH2:140][C:141]([O-:143])=[O:142])[CH2:138][CH2:139]2)[CH3:127])[CH2:87][NH:88][C:89](=[O:120])[CH2:90][NH:91][C:92](=[O:119])[CH:93]([N:95]2[CH2:106][CH2:105][N:104]([CH2:107][C:108]([O-:110])=[O:109])[CH2:103][CH2:102][N:101]([CH2:111][C:112]([O-:114])=[O:113])[CH2:100][CH2:99][N:98]([CH2:115][C:116]([O-:118])=[O:117])[CH2:97][CH2:96]2)[CH3:94])[C:38]([NH:40][CH2:41][CH2:42][CH2:43][CH2:44][C:45]2[CH:50]=[CH:49][CH:48]=[C:47]([CH2:51][CH2:52][C:53]3[CH:54]=[N:55][CH:56]=[C:57]([C@@H:59]([NH:64][C:65]([C@@H:67]4[CH2:72][CH2:71][CH2:70][N:69]([C:73](=[O:82])[CH2:74][CH2:75][CH:76]5[CH2:77][CH2:78][NH:79][CH2:80][CH2:81]5)[CH2:68]4)=[O:66])[CH2:60][C:61]([OH:63])=[O:62])[CH:58]=3)[CH:46]=2)=[O:39])=[O:35])=[O:31])=[O:27])[CH2:7][CH2:6]1)([O-:3])=[O:2].[Gd+3:190].[Gd+3:190].[Gd+3:190].[Gd+3:190]. (4) The product is: [CH2:1]([N:8]1[CH2:12][C@@H:11]([CH2:13][CH:14]([CH3:15])[CH3:16])[CH2:10][C:9]1=[O:17])[C:2]1[CH:7]=[CH:6][CH:5]=[CH:4][CH:3]=1. Given the reactants [CH2:1]([N:8]1[CH2:12][C@@H:11]([CH:13]=[C:14]([CH3:16])[CH3:15])[CH2:10][C:9]1=[O:17])[C:2]1[CH:7]=[CH:6][CH:5]=[CH:4][CH:3]=1, predict the reaction product.